Dataset: Peptide-MHC class II binding affinity with 134,281 pairs from IEDB. Task: Regression. Given a peptide amino acid sequence and an MHC pseudo amino acid sequence, predict their binding affinity value. This is MHC class II binding data. (1) The peptide sequence is GFPVRPQVPLRPMTYKGAFDL. The MHC is DRB1_1201 with pseudo-sequence DRB1_1201. The binding affinity (normalized) is 0.537. (2) The peptide sequence is YTVFETALKKAITAM. The MHC is DRB1_1101 with pseudo-sequence DRB1_1101. The binding affinity (normalized) is 0.712. (3) The peptide sequence is SDDQISIMKLPLSTK. The MHC is DRB3_0101 with pseudo-sequence DRB3_0101. The binding affinity (normalized) is 0. (4) The peptide sequence is DAYVATLTEALRVIA. The MHC is DRB1_1302 with pseudo-sequence DRB1_1302. The binding affinity (normalized) is 0.769. (5) The peptide sequence is EYLNKIQNSLSTEWS. The MHC is HLA-DPA10301-DPB10402 with pseudo-sequence HLA-DPA10301-DPB10402. The binding affinity (normalized) is 0.252.